This data is from NCI-60 drug combinations with 297,098 pairs across 59 cell lines. The task is: Regression. Given two drug SMILES strings and cell line genomic features, predict the synergy score measuring deviation from expected non-interaction effect. Drug 1: COC1=C(C=C2C(=C1)N=CN=C2NC3=CC(=C(C=C3)F)Cl)OCCCN4CCOCC4. Drug 2: CC12CCC3C(C1CCC2O)C(CC4=C3C=CC(=C4)O)CCCCCCCCCS(=O)CCCC(C(F)(F)F)(F)F. Cell line: SK-MEL-28. Synergy scores: CSS=14.8, Synergy_ZIP=-4.70, Synergy_Bliss=0.620, Synergy_Loewe=1.11, Synergy_HSA=0.500.